This data is from Aqueous solubility values for 9,982 compounds from the AqSolDB database. The task is: Regression/Classification. Given a drug SMILES string, predict its absorption, distribution, metabolism, or excretion properties. Task type varies by dataset: regression for continuous measurements (e.g., permeability, clearance, half-life) or binary classification for categorical outcomes (e.g., BBB penetration, CYP inhibition). For this dataset (solubility_aqsoldb), we predict Y. The molecule is O=[N+]([O-])c1ccc2ccccc2c1. The Y is -3.82 log mol/L.